Dataset: Forward reaction prediction with 1.9M reactions from USPTO patents (1976-2016). Task: Predict the product of the given reaction. (1) Given the reactants [C:1]1([CH:7]2[CH2:12][C:11](=[O:13])[CH2:10][C:9](=[O:14])[CH2:8]2)[CH:6]=[CH:5][CH:4]=[CH:3][CH:2]=1.[Br:15]Br, predict the reaction product. The product is: [Br:15][CH:10]1[C:9](=[O:14])[CH2:8][CH:7]([C:1]2[CH:2]=[CH:3][CH:4]=[CH:5][CH:6]=2)[CH2:12][C:11]1=[O:13]. (2) Given the reactants [Cl:1][C:2]1[CH:7]=[C:6]([F:8])[CH:5]=[CH:4][C:3]=1[C:9]1[O:13][N:12]=[C:11]([C@H:14]2[C@:19]([C:21]3[CH:26]=[CH:25][C:24]([F:27])=[C:23]([F:28])[CH:22]=3)([OH:20])[CH2:18][CH2:17][N:16](C(OC(C)(C)C)=O)[CH2:15]2)[CH:10]=1.Cl.O1CCOCC1, predict the reaction product. The product is: [Cl:1][C:2]1[CH:7]=[C:6]([F:8])[CH:5]=[CH:4][C:3]=1[C:9]1[O:13][N:12]=[C:11]([C@H:14]2[C@:19]([C:21]3[CH:26]=[CH:25][C:24]([F:27])=[C:23]([F:28])[CH:22]=3)([OH:20])[CH2:18][CH2:17][NH:16][CH2:15]2)[CH:10]=1. (3) Given the reactants C([Si](C)(C)[N:6]1[C:14]2[C:9](=[CH:10][CH:11]=[CH:12][C:13]=2[O:15][CH3:16])[CH:8]=[CH:7]1)(C)(C)C.Cl[C:20]1[CH:25]=[CH:24][N:23]=[C:22]([NH:26][CH:27]2[CH2:32][C:31]([CH3:34])([CH3:33])[NH:30][C:29]([CH3:36])([CH3:35])[CH2:28]2)[N:21]=1.CCCC[N+](CCCC)(CCCC)CCCC.[F-], predict the reaction product. The product is: [CH3:16][O:15][C:13]1[CH:12]=[CH:11][CH:10]=[C:9]2[C:14]=1[NH:6][CH:7]=[C:8]2[C:24]1[CH:25]=[CH:20][N:21]=[C:22]([NH:26][CH:27]2[CH2:32][C:31]([CH3:34])([CH3:33])[NH:30][C:29]([CH3:36])([CH3:35])[CH2:28]2)[N:23]=1. (4) Given the reactants [N:1]1([C:6]2[CH:22]=[CH:21][CH:20]=[CH:19][C:7]=2[CH2:8][C:9]2[O:10][C:11]3[C:12](=[C:14]([NH2:18])[CH:15]=[CH:16][CH:17]=3)[N:13]=2)[CH:5]=[N:4][N:3]=[N:2]1.FC(F)(F)S(O[CH2:29][C:30]([F:38])([F:37])[C:31]1[CH:36]=[CH:35][CH:34]=[CH:33][N:32]=1)(=O)=O.CCN(C(C)C)C(C)C, predict the reaction product. The product is: [F:37][C:30]([F:38])([C:31]1[CH:36]=[CH:35][CH:34]=[CH:33][N:32]=1)[CH2:29][NH:18][C:14]1[CH:15]=[CH:16][CH:17]=[C:11]2[O:10][C:9]([CH2:8][C:7]3[CH:19]=[CH:20][CH:21]=[CH:22][C:6]=3[N:1]3[CH:5]=[N:4][N:3]=[N:2]3)=[N:13][C:12]=12. (5) Given the reactants [Br:1][C:2]1[C:20]([Cl:21])=[CH:19][C:5]([NH:6][CH2:7][C:8]2[CH:18]=[CH:17][C:11]3[N:12]=[C:13]([S:15][CH3:16])[O:14][C:10]=3[CH:9]=2)=[C:4]([N+:22]([O-])=O)[CH:3]=1, predict the reaction product. The product is: [Br:1][C:2]1[CH:3]=[C:4]([NH2:22])[C:5]([NH:6][CH2:7][C:8]2[CH:18]=[CH:17][C:11]3[N:12]=[C:13]([S:15][CH3:16])[O:14][C:10]=3[CH:9]=2)=[CH:19][C:20]=1[Cl:21]. (6) Given the reactants [NH2:1][CH:2]([CH:6]1[CH2:9][N:8]([CH:10]([C:17]2[CH:22]=[CH:21][CH:20]=[CH:19][CH:18]=2)[C:11]2[CH:16]=[CH:15][CH:14]=[CH:13][CH:12]=2)[CH2:7]1)[CH2:3][C:4]#[N:5].C(N(CC)CC)C.[F:30][C:31]([F:42])([F:41])[C:32](O[C:32](=[O:33])[C:31]([F:42])([F:41])[F:30])=[O:33], predict the reaction product. The product is: [CH:10]([N:8]1[CH2:9][CH:6]([CH:2]([NH:1][C:32](=[O:33])[C:31]([F:42])([F:41])[F:30])[CH2:3][C:4]#[N:5])[CH2:7]1)([C:17]1[CH:18]=[CH:19][CH:20]=[CH:21][CH:22]=1)[C:11]1[CH:12]=[CH:13][CH:14]=[CH:15][CH:16]=1.